Dataset: Reaction yield outcomes from USPTO patents with 853,638 reactions. Task: Predict the reaction yield, written as a fraction of the theoretical maximum amount of product (1.0 means a 100% yield; for example, 0.34 means a 34% yield). (1) The reactants are [OH:1][C:2]1[CH:7]=[CH:6][C:5]([C:8]2[C:9](=[O:23])[C:10]([CH3:22])([CH3:21])[O:11][C:12]=2[C:13]2[CH:18]=[CH:17][C:16]([O:19][CH3:20])=[CH:15][CH:14]=2)=[CH:4][CH:3]=1.C(=O)([O-])[O-].[Cs+].[Cs+].CN(C=O)C.Cl[CH2:36][C:37]1[CH:42]=[CH:41][C:40]([CH3:43])=[CH:39][N:38]=1. The catalyst is O. The product is [CH3:20][O:19][C:16]1[CH:17]=[CH:18][C:13]([C:12]2[O:11][C:10]([CH3:21])([CH3:22])[C:9](=[O:23])[C:8]=2[C:5]2[CH:4]=[CH:3][C:2]([O:1][CH2:36][C:37]3[CH:42]=[CH:41][C:40]([CH3:43])=[CH:39][N:38]=3)=[CH:7][CH:6]=2)=[CH:14][CH:15]=1. The yield is 0.769. (2) The reactants are Cl.C(O[C:5]([C:7]1[CH:8]=[C:9]2[C:13](=[CH:14][CH:15]=1)[NH:12][N:11]=[C:10]2[C:16]1[CH:21]=[CH:20][C:19]([F:22])=[CH:18][CH:17]=1)=[NH:6])C.C(N(CC)CC)C.[O:30]1[CH:34]=[CH:33][CH:32]=[C:31]1[C:35]([NH:37][NH2:38])=O. No catalyst specified. The product is [F:22][C:19]1[CH:18]=[CH:17][C:16]([C:10]2[C:9]3[C:13](=[CH:14][CH:15]=[C:7]([C:5]4[NH:6][C:35]([C:31]5[O:30][CH:34]=[CH:33][CH:32]=5)=[N:37][N:38]=4)[CH:8]=3)[NH:12][N:11]=2)=[CH:21][CH:20]=1. The yield is 0.150. (3) The reactants are [H-].[Na+].[NH2:3][C:4]1[N:8]([CH2:9][C:10]2[CH:15]=[CH:14][CH:13]=[CH:12][CH:11]=2)[N:7]=[CH:6][C:5]=1[C:16]([O:18][CH2:19][CH3:20])=[O:17].F[C:22]1[CH:27]=[CH:26][CH:25]=[CH:24][C:23]=1[N+:28]([O-:30])=[O:29].OS([O-])(=O)=O.[K+]. No catalyst specified. The product is [CH2:9]([N:8]1[C:4]([NH:3][C:22]2[CH:27]=[CH:26][CH:25]=[CH:24][C:23]=2[N+:28]([O-:30])=[O:29])=[C:5]([C:16]([O:18][CH2:19][CH3:20])=[O:17])[CH:6]=[N:7]1)[C:10]1[CH:15]=[CH:14][CH:13]=[CH:12][CH:11]=1. The yield is 0.760. (4) The reactants are [CH2:1]([N:8]1[CH2:13][CH2:12][C:11]([C:15]2[CH:20]=[CH:19][C:18]([CH2:21][CH2:22][CH2:23][CH3:24])=[CH:17][CH:16]=2)(O)[CH2:10][CH2:9]1)[C:2]1[CH:7]=[CH:6][CH:5]=[CH:4][CH:3]=1.C(O)(C(F)(F)F)=O. The catalyst is C(Cl)Cl. The product is [CH2:1]([N:8]1[CH2:9][CH:10]=[C:11]([C:15]2[CH:16]=[CH:17][C:18]([CH2:21][CH2:22][CH2:23][CH3:24])=[CH:19][CH:20]=2)[CH2:12][CH2:13]1)[C:2]1[CH:3]=[CH:4][CH:5]=[CH:6][CH:7]=1. The yield is 1.00. (5) The reactants are [I:1][C:2]1[CH:7]=[CH:6][NH:5][C:4](=[O:8])[C:3]=1[CH:9]=[O:10].[F:11][C:12]1[CH:17]=[CH:16][C:15](B(O)O)=[CH:14][CH:13]=1.C(O)(=O)CCCCCCCCCCCCC.N1C(C)=CC=CC=1C. The catalyst is C1(C)C=CC=CC=1.C([O-])(=O)C.[Cu+2].C([O-])(=O)C. The product is [F:11][C:12]1[CH:17]=[CH:16][C:15]([N:5]2[CH:6]=[CH:7][C:2]([I:1])=[C:3]([CH:9]=[O:10])[C:4]2=[O:8])=[CH:14][CH:13]=1. The yield is 0.420. (6) The reactants are [CH3:1][O:2][C:3]1[CH:4]=[C:5]([CH:7]=[CH:8][C:9]=1[O:10][CH2:11][CH2:12][S:13][CH3:14])[NH2:6].[CH:15]1([C:18]2[CH:23]=[CH:22][C:21]([OH:24])=[CH:20][CH:19]=2)[CH2:17][CH2:16]1. No catalyst specified. The product is [CH:15]1([C:18]2[CH:23]=[CH:22][C:21]([O:24][CH:9]3[CH2:8][CH2:7][N:6]([C:5]4[CH:7]=[CH:8][C:9]([O:10][CH2:11][CH2:12][S:13][CH3:14])=[C:3]([O:2][CH3:1])[CH:4]=4)[C:3]3=[O:2])=[CH:20][CH:19]=2)[CH2:17][CH2:16]1. The yield is 0.460.